Dataset: Reaction yield outcomes from USPTO patents with 853,638 reactions. Task: Predict the reaction yield, written as a fraction of the theoretical maximum amount of product (1.0 means a 100% yield; for example, 0.34 means a 34% yield). The reactants are [Cl-].O[NH3+:3].[C:4](=[O:7])([O-])[OH:5].[Na+].CS(C)=O.[CH2:13]([C:17]1[N:18]=[C:19]([CH3:50])[N:20]([CH2:39][C:40]2[CH:45]=[CH:44][C:43]([C:46]([CH3:49])([CH3:48])[CH3:47])=[CH:42][CH:41]=2)[C:21](=[O:38])[C:22]=1[CH2:23][C:24]1[CH:29]=[CH:28][C:27]([C:30]2[C:31]([C:36]#[N:37])=[CH:32][CH:33]=[CH:34][CH:35]=2)=[CH:26][CH:25]=1)[CH2:14][CH2:15][CH3:16]. The catalyst is C(OCC)(=O)C. The product is [CH2:13]([C:17]1[N:18]=[C:19]([CH3:50])[N:20]([CH2:39][C:40]2[CH:45]=[CH:44][C:43]([C:46]([CH3:49])([CH3:48])[CH3:47])=[CH:42][CH:41]=2)[C:21](=[O:38])[C:22]=1[CH2:23][C:24]1[CH:29]=[CH:28][C:27]([C:30]2[CH:35]=[CH:34][CH:33]=[CH:32][C:31]=2[C:36]2[NH:3][C:4](=[O:7])[O:5][N:37]=2)=[CH:26][CH:25]=1)[CH2:14][CH2:15][CH3:16]. The yield is 0.570.